This data is from Reaction yield outcomes from USPTO patents with 853,638 reactions. The task is: Predict the reaction yield, written as a fraction of the theoretical maximum amount of product (1.0 means a 100% yield; for example, 0.34 means a 34% yield). (1) The catalyst is C1COCC1.C(OCC)(=O)C. The product is [F:18][C:14]1[CH:13]=[C:12]([C:19]2[C:20]([C:23]3[CH:28]=[CH:27][CH:26]=[CH:25][CH:24]=3)=[N:21][O:22][C:1]=2[CH3:2])[CH:11]=[C:10]([F:9])[C:15]=1[S:16][CH3:17]. The reactants are [CH:1]([N-]C(C)C)(C)[CH3:2].[Li+].[F:9][C:10]1[CH:11]=[C:12]([CH2:19][C:20]([C:23]2[CH:28]=[CH:27][CH:26]=[CH:25][CH:24]=2)=[N:21][OH:22])[CH:13]=[C:14]([F:18])[C:15]=1[S:16][CH3:17].[Cl-].[NH4+].CC1C=CC(S(O)(=O)=O)=CC=1. The yield is 0.470. (2) The reactants are I[CH3:2].C[O:4][C:5]1[CH:10]=[C:9]([CH:11]([N:13]2[C:21]3[C:16](=[CH:17][CH:18]=[CH:19][CH:20]=3)[C:15]([C:22]([O:24][CH2:25][CH3:26])=[O:23])=[C:14]2[CH3:27])[CH3:12])[CH:8]=[CH:7][N:6]=1. No catalyst specified. The product is [CH3:27][C:14]1[N:13]([CH:11]([C:9]2[CH:8]=[CH:7][N:6]([CH3:2])[C:5](=[O:4])[CH:10]=2)[CH3:12])[C:21]2[C:16]([C:15]=1[C:22]([O:24][CH2:25][CH3:26])=[O:23])=[CH:17][CH:18]=[CH:19][CH:20]=2. The yield is 1.00.